Dataset: CYP3A4 inhibition data for predicting drug metabolism from PubChem BioAssay. Task: Regression/Classification. Given a drug SMILES string, predict its absorption, distribution, metabolism, or excretion properties. Task type varies by dataset: regression for continuous measurements (e.g., permeability, clearance, half-life) or binary classification for categorical outcomes (e.g., BBB penetration, CYP inhibition). Dataset: cyp3a4_veith. The drug is COCCCNC(=O)CN(c1ccc(OC)cc1)S(=O)(=O)c1ccc(NC(C)=O)cc1. The result is 1 (inhibitor).